Predict the reactants needed to synthesize the given product. From a dataset of Full USPTO retrosynthesis dataset with 1.9M reactions from patents (1976-2016). Given the product [OH:8][C:9]1[CH:10]=[C:11]([CH2:17][CH2:18][C:19]([O:21][CH2:22][CH3:23])=[O:20])[CH:12]=[CH:13][C:14]=1[O:15][CH3:16], predict the reactants needed to synthesize it. The reactants are: C([O:8][C:9]1[CH:10]=[C:11]([CH:17]=[CH:18][C:19]([O:21][CH2:22][CH3:23])=[O:20])[CH:12]=[CH:13][C:14]=1[O:15][CH3:16])C1C=CC=CC=1.